This data is from Reaction yield outcomes from USPTO patents with 853,638 reactions. The task is: Predict the reaction yield, written as a fraction of the theoretical maximum amount of product (1.0 means a 100% yield; for example, 0.34 means a 34% yield). (1) The reactants are [H-].[Al+3].[Li+].[H-].[H-].[H-].[Cl:7][C:8]1[CH:9]=[CH:10][C:11]2[CH2:12][C@@H:13]3[C:20](=O)[NH:19][C@@H:18]([CH3:22])[C:17](=O)[N:14]3[C:15]=2[CH:16]=1.[OH-].[Na+].S([O-])([O-])(=O)=O.[Mg+2].Cl. The catalyst is CCOCC.O. The product is [ClH:7].[Cl:7][C:8]1[CH:9]=[CH:10][C:11]2[CH2:12][C@@H:13]3[CH2:20][NH:19][C@@H:18]([CH3:22])[CH2:17][N:14]3[C:15]=2[CH:16]=1. The yield is 0.780. (2) The reactants are C1(P(C2C=CC=CC=2)C2C=CC=CC=2)C=CC=CC=1.[C:20]([Br:24])(Br)(Br)Br.[CH:25]([C:28]1[CH:29]=[C:30]([CH:42]=[CH:43][C:44]=1[O:45][CH3:46])[O:31][C:32]1[C:39]([Cl:40])=[CH:38][C:35](CO)=[CH:34][C:33]=1[Cl:41])([CH3:27])[CH3:26]. The catalyst is C(OCC)C. The product is [Cl:40][C:39]1[CH:38]=[C:35]([CH:34]=[C:33]([Cl:41])[C:32]=1[O:31][C:30]1[CH:42]=[CH:43][C:44]([O:45][CH3:46])=[C:28]([CH:25]([CH3:26])[CH3:27])[CH:29]=1)[CH2:20][Br:24]. The yield is 0.540. (3) The reactants are [OH:1][CH2:2][C:3]1[CH:18]=[CH:17][C:6]2[O:7][C:8]3[CH:16]=[CH:15][CH:14]=[CH:13][C:9]=3[C:10](=[O:12])[NH:11][C:5]=2[CH:4]=1.C[N+]1([O-])CCOCC1. The catalyst is C(#N)C.C(OCC)(=O)C.[Ru]([O-])(=O)(=O)=O.C([N+](CCC)(CCC)CCC)CC. The product is [O:12]=[C:10]1[C:9]2[CH:13]=[CH:14][CH:15]=[CH:16][C:8]=2[O:7][C:6]2[CH:17]=[CH:18][C:3]([CH:2]=[O:1])=[CH:4][C:5]=2[NH:11]1. The yield is 0.830.